The task is: Predict the reaction yield, written as a fraction of the theoretical maximum amount of product (1.0 means a 100% yield; for example, 0.34 means a 34% yield).. This data is from Reaction yield outcomes from USPTO patents with 853,638 reactions. (1) The reactants are [Cl:1][C:2]1[CH:7]=[CH:6][CH:5]=[C:4]([Cl:8])[C:3]=1[N:9]1[C:13](=[O:14])[C:12]([C:15]([OH:17])=O)=[CH:11][N:10]1[CH3:18].[NH2:19][C:20]1[CH:41]=[CH:40][C:23]([O:24][C:25]2[CH:26]=[CH:27][C:28]3[N:29]([CH:31]=[C:32]([NH:34][C:35]([CH:37]4[CH2:39][CH2:38]4)=[O:36])[N:33]=3)[CH:30]=2)=[C:22]([F:42])[CH:21]=1.CN(C(ON1N=NC2C=CC=NC1=2)=[N+](C)C)C.F[P-](F)(F)(F)(F)F.C(N(CC)C(C)C)(C)C. The catalyst is CN(C)C=O. The product is [CH:37]1([C:35]([NH:34][C:32]2[N:33]=[C:28]3[CH:27]=[CH:26][C:25]([O:24][C:23]4[CH:40]=[CH:41][C:20]([NH:19][C:15]([C:12]5[C:13](=[O:14])[N:9]([C:3]6[C:4]([Cl:8])=[CH:5][CH:6]=[CH:7][C:2]=6[Cl:1])[N:10]([CH3:18])[CH:11]=5)=[O:17])=[CH:21][C:22]=4[F:42])=[CH:30][N:29]3[CH:31]=2)=[O:36])[CH2:38][CH2:39]1. The yield is 0.720. (2) The reactants are [Li]CCCC.[F:6][C:7]([F:20])([F:19])[C:8]1[CH:9]=[C:10]([CH:12]=[C:13]([C:15]([F:18])([F:17])[F:16])[CH:14]=1)[NH2:11].C[O:22][C:23]([C:25]1([CH:39]2[CH2:42][CH2:41][CH2:40]2)[CH2:29][C:28](=[O:30])[N:27]([C:31]2[C:36]([CH3:37])=[CH:35][CH:34]=[CH:33][C:32]=2[CH3:38])[CH2:26]1)=O.[NH4+].[Cl-]. The catalyst is C1COCC1. The product is [F:6][C:7]([F:19])([F:20])[C:8]1[CH:9]=[C:10]([NH:11][C:23]([C:25]2([CH:39]3[CH2:40][CH2:41][CH2:42]3)[CH2:29][C:28](=[O:30])[N:27]([C:31]3[C:36]([CH3:37])=[CH:35][CH:34]=[CH:33][C:32]=3[CH3:38])[CH2:26]2)=[O:22])[CH:12]=[C:13]([C:15]([F:16])([F:17])[F:18])[CH:14]=1. The yield is 0.0150. (3) The reactants are [I:1][C:2]1[CH:7]=[CH:6][C:5]([OH:8])=[CH:4][CH:3]=1.Br[CH2:10][CH:11]1[CH2:13][O:12]1. No catalyst specified. The product is [I:1][C:2]1[CH:7]=[CH:6][C:5]([O:8][CH2:10][CH:11]2[CH2:13][O:12]2)=[CH:4][CH:3]=1. The yield is 0.890. (4) The reactants are [F:1][C:2]1[CH:10]=[C:9]2[C:5]([C:6]([C:20]3[CH:30]=[CH:29][C:23]4[N:24]=[C:25]([CH:27]=[CH2:28])[O:26][C:22]=4[CH:21]=3)=[CH:7][N:8]2S(C2C=CC=CC=2)(=O)=O)=[CH:4][CH:3]=1.[OH-].[Na+].[NH:33]1[CH2:38][CH2:37][NH:36][CH2:35][CH2:34]1. The catalyst is CO. The product is [F:1][C:2]1[CH:10]=[C:9]2[C:5]([C:6]([C:20]3[CH:30]=[CH:29][C:23]4[N:24]=[C:25]([CH2:27][CH2:28][N:33]5[CH2:38][CH2:37][NH:36][CH2:35][CH2:34]5)[O:26][C:22]=4[CH:21]=3)=[CH:7][NH:8]2)=[CH:4][CH:3]=1. The yield is 0.700. (5) The reactants are Cl[C:2]1[CH:3]=[CH:4][N:5]2[C:10]([C:11]=1[CH3:12])=[C:9]([CH:13]1[CH2:15][CH2:14]1)[CH:8]=[C:7]([C:16]([O:18][CH3:19])=[O:17])[C:6]2=[O:20].C(=O)([O-])[O-].[Cs+].[Cs+].CC1(C)C(C)(C)OB([C:35]2[CH:36]=[C:37]3[C:41](=[CH:42][CH:43]=2)[NH:40][N:39]=[CH:38]3)O1.COCCOC. The catalyst is C(Cl)Cl.O.C1(P(C2C=CC=CC=2)[C-]2C=CC=C2)C=CC=CC=1.[C-]1(P(C2C=CC=CC=2)C2C=CC=CC=2)C=CC=C1.[Fe+2].[Pd](Cl)Cl. The product is [NH:40]1[C:41]2[C:37](=[CH:36][C:35]([C:2]3[CH:3]=[CH:4][N:5]4[C:10]([C:11]=3[CH3:12])=[C:9]([CH:13]3[CH2:15][CH2:14]3)[CH:8]=[C:7]([C:16]([O:18][CH3:19])=[O:17])[C:6]4=[O:20])=[CH:43][CH:42]=2)[CH:38]=[N:39]1. The yield is 0.720.